From a dataset of Full USPTO retrosynthesis dataset with 1.9M reactions from patents (1976-2016). Predict the reactants needed to synthesize the given product. (1) Given the product [Cl:1][C:2]1[CH:23]=[CH:22][C:5]([O:6][C:7]2[CH:12]=[CH:11][C:10]([C:13]3([CH3:14])[CH2:16][O:17]3)=[C:9]([C:18]([F:21])([F:20])[F:19])[CH:8]=2)=[CH:4][CH:3]=1, predict the reactants needed to synthesize it. The reactants are: [Cl:1][C:2]1[CH:23]=[CH:22][C:5]([O:6][C:7]2[CH:12]=[CH:11][C:10]([C:13]3([CH:16]=[O:17])C[CH2:14]3)=[C:9]([C:18]([F:21])([F:20])[F:19])[CH:8]=2)=[CH:4][CH:3]=1.[OH-].[K+].C[S+](C)C.COS([O-])(=O)=O.[Na+].[Cl-]. (2) The reactants are: [CH3:1][O:2][C:3](=[O:10])[CH:4]=[CH:5][CH:6]=[CH:7][CH2:8]Br.C(N(CC)CC)C.[I-].C([NH3+])(C)(C)C.[Cl:24][C:25]1[CH:30]=[CH:29][C:28]([SH:31])=[CH:27][CH:26]=1. Given the product [CH3:1][O:2][C:3](=[O:10])[CH:4]=[CH:5][CH:6]=[CH:7][CH2:8][S:31][C:28]1[CH:29]=[CH:30][C:25]([Cl:24])=[CH:26][CH:27]=1, predict the reactants needed to synthesize it. (3) Given the product [Cl:7][C:8]1[CH:9]=[CH:10][C:11]2[N:17]3[C:18]([CH2:21][C:22]([CH3:23])([CH3:24])[CH3:25])=[N:19][N:20]=[C:16]3[C@@H:15]([CH2:26][CH2:27][OH:28])[O:14][C@H:13]([C:32]3[CH:37]=[CH:36][CH:35]=[C:34]([O:38][CH3:39])[C:33]=3[O:40][CH3:41])[C:12]=2[CH:42]=1, predict the reactants needed to synthesize it. The reactants are: [H-].[Al+3].[Li+].[H-].[H-].[H-].[Cl:7][C:8]1[CH:9]=[CH:10][C:11]2[N:17]3[C:18]([CH2:21][C:22]([CH3:25])([CH3:24])[CH3:23])=[N:19][N:20]=[C:16]3[C@@H:15]([CH2:26][C:27](OCC)=[O:28])[O:14][C@H:13]([C:32]3[CH:37]=[CH:36][CH:35]=[C:34]([O:38][CH3:39])[C:33]=3[O:40][CH3:41])[C:12]=2[CH:42]=1.C(C(C(C([O-])=O)O)O)([O-])=O.[Na+].[K+].